Dataset: Full USPTO retrosynthesis dataset with 1.9M reactions from patents (1976-2016). Task: Predict the reactants needed to synthesize the given product. (1) Given the product [CH:26]([C:4]1[CH:5]=[C:6]([CH:24]=[CH:25][C:3]=1[O:2][CH3:1])[CH2:7][C:8]1[C:9]([CH3:23])=[CH:10][C:11]([NH2:15])=[CH:12][C:13]=1[CH3:14])([CH3:28])[CH3:27], predict the reactants needed to synthesize it. The reactants are: [CH3:1][O:2][C:3]1[CH:25]=[CH:24][C:6]([CH2:7][C:8]2[C:13]([CH3:14])=[CH:12][C:11]([NH:15]C(=O)OC(C)(C)C)=[CH:10][C:9]=2[CH3:23])=[CH:5][C:4]=1[CH:26]([CH3:28])[CH3:27].C(=O)(O)[O-].[Na+]. (2) Given the product [OH:21][C@H:19]([CH3:20])[CH2:18][N:15]1[C:16]2[C:12](=[CH:11][CH:10]=[C:9]([O:8][CH2:1][C:2]3[CH:3]=[CH:4][CH:5]=[CH:6][CH:7]=3)[CH:17]=2)[CH:13]=[CH:14]1, predict the reactants needed to synthesize it. The reactants are: [CH2:1]([O:8][C:9]1[CH:17]=[C:16]2[C:12]([CH:13]=[CH:14][NH:15]2)=[CH:11][CH:10]=1)[C:2]1[CH:7]=[CH:6][CH:5]=[CH:4][CH:3]=1.[CH2:18]1[O:21][C@@H:19]1[CH3:20]. (3) Given the product [F:33][C:30]([F:31])([F:32])[C:27]1[CH:28]=[CH:29][C:24]([C:21]2[CH:20]=[CH:19][C:18]([CH2:17][S:16][C:13]3[CH:14]=[CH:15][C:6]([O:5][CH2:4][C:3]([OH:34])=[O:2])=[C:7]4[C:12]=3[O:11][CH2:10][CH2:9][CH2:8]4)=[CH:23][CH:22]=2)=[N:25][CH:26]=1, predict the reactants needed to synthesize it. The reactants are: C[O:2][C:3](=[O:34])[CH2:4][O:5][C:6]1[CH:15]=[CH:14][C:13]([S:16][CH2:17][C:18]2[CH:23]=[CH:22][C:21]([C:24]3[CH:29]=[CH:28][C:27]([C:30]([F:33])([F:32])[F:31])=[CH:26][N:25]=3)=[CH:20][CH:19]=2)=[C:12]2[C:7]=1[CH2:8][CH2:9][CH2:10][O:11]2.[K+].[Br-]. (4) Given the product [CH3:12][O:13][C:14]1[CH:19]=[CH:18][C:17]([C:2]2[C:3]([NH2:4])=[CH:5][CH:6]=[C:7]([CH2:9][CH2:10][CH3:11])[CH:8]=2)=[CH:16][CH:15]=1, predict the reactants needed to synthesize it. The reactants are: I[C:2]1[CH:8]=[C:7]([CH2:9][CH2:10][CH3:11])[CH:6]=[CH:5][C:3]=1[NH2:4].[CH3:12][O:13][C:14]1[CH:19]=[CH:18][C:17](B(O)O)=[CH:16][CH:15]=1.C([O-])([O-])=O.[K+].[K+]. (5) Given the product [CH:16]1([N:20]2[CH2:26][CH2:25][C:24]3[CH:27]=[CH:28][C:29]([N:31]4[CH2:36][CH2:35][N:34]([C:7]([C:5]5[N:6]=[C:2]([CH3:1])[S:3][C:4]=5[C:10]5[CH:15]=[CH:14][CH:13]=[CH:12][CH:11]=5)=[O:9])[CH2:33][CH2:32]4)=[CH:30][C:23]=3[CH2:22][CH2:21]2)[CH2:19][CH2:18][CH2:17]1, predict the reactants needed to synthesize it. The reactants are: [CH3:1][C:2]1[S:3][C:4]([C:10]2[CH:15]=[CH:14][CH:13]=[CH:12][CH:11]=2)=[C:5]([C:7]([OH:9])=O)[N:6]=1.[CH:16]1([N:20]2[CH2:26][CH2:25][C:24]3[CH:27]=[CH:28][C:29]([N:31]4[CH2:36][CH2:35][NH:34][CH2:33][CH2:32]4)=[CH:30][C:23]=3[CH2:22][CH2:21]2)[CH2:19][CH2:18][CH2:17]1. (6) Given the product [Cl:8][C:5]1[N:6]=[CH:7][C:2]2[C:3]([CH:4]=1)=[CH:9][N:10]=[C:11]([CH:13]1[CH2:22][CH2:23][CH2:18][CH2:19][CH2:20]1)[CH:14]=2, predict the reactants needed to synthesize it. The reactants are: Br[C:2]1[C:3]([CH:9]=[N:10][C:11]([CH3:14])([CH3:13])C)=[CH:4][C:5]([Cl:8])=[N:6][CH:7]=1.C(#N)C.[CH:18]1(C#C)[CH2:23][CH2:22]C[CH2:20][CH2:19]1. (7) Given the product [C:17]([OH:25])(=[O:24])[C:18]1[CH:23]=[CH:22][CH:21]=[CH:20][CH:19]=1.[OH:1][C:2]1([CH2:10][S:11][CH:12]([O:14][CH2:15][CH3:16])[CH3:13])[CH:7]2[CH2:8][CH2:9][N:4]([CH2:5][CH2:6]2)[CH2:3]1, predict the reactants needed to synthesize it. The reactants are: [OH:1][C:2]1([CH2:10][S:11][CH:12]([O:14][CH2:15][CH3:16])[CH3:13])[CH:7]2[CH2:8][CH2:9][N:4]([CH2:5][CH2:6]2)[CH2:3]1.[C:17]([OH:25])(=[O:24])[C:18]1[CH:23]=[CH:22][CH:21]=[CH:20][CH:19]=1.